From a dataset of Peptide-MHC class I binding affinity with 185,985 pairs from IEDB/IMGT. Regression. Given a peptide amino acid sequence and an MHC pseudo amino acid sequence, predict their binding affinity value. This is MHC class I binding data. (1) The peptide sequence is FISYNRHNDT. The MHC is HLA-A02:03 with pseudo-sequence HLA-A02:03. The binding affinity (normalized) is 0.214. (2) The peptide sequence is KMFHGGLRY. The MHC is HLA-B08:03 with pseudo-sequence HLA-B08:03. The binding affinity (normalized) is 0.0847. (3) The peptide sequence is RVVRPWGSY. The MHC is HLA-A24:03 with pseudo-sequence HLA-A24:03. The binding affinity (normalized) is 0.0847. (4) The peptide sequence is KVRGRLLAL. The MHC is HLA-B08:01 with pseudo-sequence HLA-B08:01. The binding affinity (normalized) is 0.750. (5) The peptide sequence is YLHIHPFKI. The MHC is HLA-B51:01 with pseudo-sequence HLA-B51:01. The binding affinity (normalized) is 0.0847. (6) The peptide sequence is QPEWFRNVL. The MHC is HLA-B08:02 with pseudo-sequence HLA-B08:02. The binding affinity (normalized) is 0.0847. (7) The peptide sequence is STSNPLGFFP. The MHC is HLA-A68:01 with pseudo-sequence HLA-A68:01. The binding affinity (normalized) is 0.